From a dataset of Catalyst prediction with 721,799 reactions and 888 catalyst types from USPTO. Predict which catalyst facilitates the given reaction. (1) Reactant: [Br:1][C:2]1[C:10]2[C:9]([Cl:11])=[N:8][CH:7]=[N:6][C:5]=2[S:4][C:3]=1I.[CH3:13][O:14][CH2:15][C:16]#[CH:17]. Product: [Br:1][C:2]1[C:10]2[C:9]([Cl:11])=[N:8][CH:7]=[N:6][C:5]=2[S:4][C:3]=1[C:17]#[C:16][CH2:15][O:14][CH3:13]. The catalyst class is: 356. (2) Reactant: [CH2:1]1[C:9]2[C:4](=[CH:5][C:6]([OH:10])=[CH:7][CH:8]=2)[CH2:3][CH2:2]1.[OH-].[Na+].[Br:13][CH:14](C)C(Br)C.S([O-])(O)(=O)=O.[C:24]([NH3+])([CH3:27])([CH3:26])C. Product: [Br:13][CH2:14][CH2:26][CH2:24][CH2:27][O:10][C:6]1[CH:5]=[C:4]2[C:9](=[CH:8][CH:7]=1)[CH2:1][CH2:2][CH2:3]2. The catalyst class is: 2. (3) Product: [CH:18]1([C:16]([NH:15][C:13]2[N:14]=[C:9]3[CH:8]=[CH:7][C:6]([O:5][C:4]4[CH:21]=[CH:22][C:23]([F:24])=[C:2]([NH:1][C:31]([C:29]5[N:30]=[C:26]([CH3:25])[O:27][C:28]=5[CH3:34])=[O:32])[CH:3]=4)=[N:11][N:10]3[CH:12]=2)=[O:17])[CH2:20][CH2:19]1. Reactant: [NH2:1][C:2]1[CH:3]=[C:4]([CH:21]=[CH:22][C:23]=1[F:24])[O:5][C:6]1[CH:7]=[CH:8][C:9]2[N:10]([CH:12]=[C:13]([NH:15][C:16]([CH:18]3[CH2:20][CH2:19]3)=[O:17])[N:14]=2)[N:11]=1.[CH3:25][C:26]1[O:27][C:28]([CH3:34])=[C:29]([C:31](Cl)=[O:32])[N:30]=1.O. The catalyst class is: 80.